Dataset: hERG potassium channel inhibition data for cardiac toxicity prediction from Karim et al.. Task: Regression/Classification. Given a drug SMILES string, predict its toxicity properties. Task type varies by dataset: regression for continuous values (e.g., LD50, hERG inhibition percentage) or binary classification for toxic/non-toxic outcomes (e.g., AMES mutagenicity, cardiotoxicity, hepatotoxicity). Dataset: herg_karim. (1) The molecule is OC(c1cccnc1)(c1cccnc1)C(c1ccccc1)N1CCNCC1. The result is 1 (blocker). (2) The drug is CCN(C(=O)c1ccccc1Oc1ccccc1)C1CCNC1. The result is 1 (blocker). (3) The compound is COc1ccc(COc2cnn(CC(=O)c3ccc(CN(C)C)cc3C)c(=O)c2)nc1. The result is 0 (non-blocker). (4) The compound is O=C(/C=C/c1ccc2c(c1)C(=O)CC1(CCN(Cc3ccccc3)CC1)O2)NO. The result is 1 (blocker).